Dataset: Full USPTO retrosynthesis dataset with 1.9M reactions from patents (1976-2016). Task: Predict the reactants needed to synthesize the given product. (1) Given the product [CH3:15][S:14][C:5]1[C:6]([N:8]2[CH2:13][CH2:12][O:11][CH2:10][CH2:9]2)=[N:7][C:2]([C:20]2[CH:21]=[CH:22][C:17]([NH2:16])=[CH:18][CH:19]=2)=[N:3][CH:4]=1, predict the reactants needed to synthesize it. The reactants are: Cl[C:2]1[N:7]=[C:6]([N:8]2[CH2:13][CH2:12][O:11][CH2:10][CH2:9]2)[C:5]([S:14][CH3:15])=[CH:4][N:3]=1.[NH2:16][C:17]1[CH:22]=[CH:21][C:20](B2OC(C)(C)C(C)(C)O2)=[CH:19][CH:18]=1.C(=O)(O)[O-].[Na+].O1CCOCC1. (2) Given the product [Cl:1][C:2]1[C:7]2[CH2:8][CH2:9][O:10][C:6]=2[C:5]([C@H:11]2[C@H:16]([OH:17])[C@@H:15]([OH:25])[C@H:14]([OH:33])[C@@H:13]([CH2:41][OH:42])[O:12]2)=[CH:4][C:3]=1[CH2:50][C:51]1[CH:52]=[CH:53][C:54]([CH2:57][CH3:58])=[CH:55][CH:56]=1, predict the reactants needed to synthesize it. The reactants are: [Cl:1][C:2]1[C:7]2[CH2:8][CH2:9][O:10][C:6]=2[C:5]([CH:11]2[C@H:16]([O:17]CC3C=CC=CC=3)[C@@H:15]([O:25]CC3C=CC=CC=3)[C@H:14]([O:33]CC3C=CC=CC=3)[C@@H:13]([CH2:41][O:42]CC3C=CC=CC=3)[O:12]2)=[CH:4][C:3]=1[CH2:50][C:51]1[CH:56]=[CH:55][C:54]([CH2:57][CH3:58])=[CH:53][CH:52]=1. (3) Given the product [CH3:9][O:10][C:11]1[CH:32]=[CH:31][C:14]([C:15]([O:2][CH2:3][CH2:4][CH2:5][C:6]([O:8][C:39]2[CH:40]=[CH:41][C:36]([N+:33]([O-:35])=[O:34])=[CH:37][CH:38]=2)=[O:7])([C:24]2[CH:29]=[CH:28][CH:27]=[CH:26][CH:25]=2)[C:16]2[CH:21]=[CH:20][C:19]([O:22][CH3:23])=[CH:18][CH:17]=2)=[CH:13][CH:12]=1, predict the reactants needed to synthesize it. The reactants are: [Na].[OH:2][CH2:3][CH2:4][CH2:5][C:6]([OH:8])=[O:7].[CH3:9][O:10][C:11]1[CH:32]=[CH:31][C:14]([C:15](Cl)([C:24]2[CH:29]=[CH:28][CH:27]=[CH:26][CH:25]=2)[C:16]2[CH:21]=[CH:20][C:19]([O:22][CH3:23])=[CH:18][CH:17]=2)=[CH:13][CH:12]=1.[N+:33]([C:36]1[CH:41]=[CH:40][C:39](O)=[CH:38][CH:37]=1)([O-:35])=[O:34].C1(N=C=NC2CCCCC2)CCCCC1. (4) Given the product [C:1]1([C:7]2[NH:11][C:10]([S:15][C:16]3[CH:21]=[CH:20][N:19]=[CH:18][CH:17]=3)=[C:9]([C:12]#[N:13])[CH:8]=2)[CH:6]=[CH:5][CH:4]=[CH:3][CH:2]=1, predict the reactants needed to synthesize it. The reactants are: [C:1]1([C:7](=O)[CH2:8][CH:9]([C:12]#[N:13])[C:10]#[N:11])[CH:6]=[CH:5][CH:4]=[CH:3][CH:2]=1.[SH:15][C:16]1[CH:21]=[CH:20][N:19]=[CH:18][CH:17]=1. (5) Given the product [CH3:15][S:12]([O:11][C:8]1[CH:7]=[CH:6][C:5]([CH2:4][C:3]([OH:16])=[O:2])=[CH:10][CH:9]=1)(=[O:14])=[O:13], predict the reactants needed to synthesize it. The reactants are: C[O:2][C:3](=[O:16])[CH2:4][C:5]1[CH:10]=[CH:9][C:8]([O:11][S:12]([CH3:15])(=[O:14])=[O:13])=[CH:7][CH:6]=1.[Li+].[OH-].Cl.CCOC(C)=O. (6) The reactants are: [OH:1][CH2:2][C:3]1[CH:8]=[C:7]([C:9]2[CH:10]=[C:11]([C:15]3[CH2:21][C:20](=[O:22])[NH:19][C:18]4[CH:23]=[C:24]([C:33]([F:36])([F:35])[F:34])[C:25]([O:27][CH2:28][C:29]([F:32])([F:31])[F:30])=[CH:26][C:17]=4[N:16]=3)[CH:12]=[CH:13][CH:14]=2)[CH:6]=[CH:5][N:4]=1.S(Cl)(Cl)=O.[Cl-].[CH3:42][O-].[Na+]. Given the product [CH3:42][O:1][CH2:2][C:3]1[CH:8]=[C:7]([C:9]2[CH:10]=[C:11]([C:15]3[CH2:21][C:20](=[O:22])[NH:19][C:18]4[CH:23]=[C:24]([C:33]([F:35])([F:36])[F:34])[C:25]([O:27][CH2:28][C:29]([F:30])([F:31])[F:32])=[CH:26][C:17]=4[N:16]=3)[CH:12]=[CH:13][CH:14]=2)[CH:6]=[CH:5][N:4]=1, predict the reactants needed to synthesize it.